Dataset: Full USPTO retrosynthesis dataset with 1.9M reactions from patents (1976-2016). Task: Predict the reactants needed to synthesize the given product. Given the product [C:21]([NH:25][C:12]([C:10]1[CH:9]=[CH:8][C:7]([N:15]2[CH2:18][C:17]([F:20])([F:19])[CH2:16]2)=[C:6]([O:5][CH2:4][CH:1]2[CH2:2][CH2:3]2)[N:11]=1)=[O:14])([CH3:24])([CH3:23])[CH3:22], predict the reactants needed to synthesize it. The reactants are: [CH:1]1([CH2:4][O:5][C:6]2[N:11]=[C:10]([C:12]([OH:14])=O)[CH:9]=[CH:8][C:7]=2[N:15]2[CH2:18][C:17]([F:20])([F:19])[CH2:16]2)[CH2:3][CH2:2]1.[C:21]([NH2:25])([CH3:24])([CH3:23])[CH3:22].